This data is from Reaction yield outcomes from USPTO patents with 853,638 reactions. The task is: Predict the reaction yield, written as a fraction of the theoretical maximum amount of product (1.0 means a 100% yield; for example, 0.34 means a 34% yield). The reactants are C([O:3][CH:4](OCC)[C:5]1[O:13][C:12]2[C:11]([C:14]3[CH:19]=[CH:18][CH:17]=[C:16]([O:20][C:21]4[CH:26]=[CH:25][N:24]=[CH:23][CH:22]=4)[CH:15]=3)=[CH:10][N:9]=[CH:8][C:7]=2[CH:6]=1)C.Cl.C(=O)(O)[O-].[Na+]. The catalyst is O1CCCC1. The product is [N:24]1[CH:23]=[CH:22][C:21]([O:20][C:16]2[CH:15]=[C:14]([C:11]3[C:12]4[O:13][C:5]([CH:4]=[O:3])=[CH:6][C:7]=4[CH:8]=[N:9][CH:10]=3)[CH:19]=[CH:18][CH:17]=2)=[CH:26][CH:25]=1. The yield is 0.750.